This data is from Full USPTO retrosynthesis dataset with 1.9M reactions from patents (1976-2016). The task is: Predict the reactants needed to synthesize the given product. (1) The reactants are: [CH3:1][O:2][C:3]1[CH:4]=[CH:5][C:6]2[C:7]([C:12]=1[CH3:13])=[N+:8]([O-])[O:9][N:10]=2.C1C=CC(P(C2C=CC=CC=2)C2C=CC=CC=2)=CC=1. Given the product [CH3:1][O:2][C:3]1[CH:4]=[CH:5][C:6]2=[N:10][O:9][N:8]=[C:7]2[C:12]=1[CH3:13], predict the reactants needed to synthesize it. (2) Given the product [NH:1]1[C:5]2[CH:6]=[CH:7][CH:8]=[CH:9][C:4]=2[N:3]=[C:2]1[CH2:10][N:11]([CH2:22][C:23]1[CH:30]=[CH:29][C:26]([CH2:27][NH:31][C:32]2[CH:36]=[CH:35][NH:34][N:33]=2)=[CH:25][CH:24]=1)[CH:12]1[C:21]2[N:20]=[CH:19][CH:18]=[CH:17][C:16]=2[CH2:15][CH2:14][CH2:13]1, predict the reactants needed to synthesize it. The reactants are: [NH:1]1[C:5]2[CH:6]=[CH:7][CH:8]=[CH:9][C:4]=2[N:3]=[C:2]1[CH2:10][N:11]([CH2:22][C:23]1[CH:30]=[CH:29][C:26]([CH:27]=O)=[CH:25][CH:24]=1)[CH:12]1[C:21]2[N:20]=[CH:19][CH:18]=[CH:17][C:16]=2[CH2:15][CH2:14][CH2:13]1.[NH2:31][C:32]1[CH:36]=[CH:35][NH:34][N:33]=1.[BH-](OC(C)=O)(OC(C)=O)OC(C)=O.[Na+]. (3) Given the product [CH2:12]([NH:19][C:20]([N:7]1[C:6](=[O:9])[C:5]2[CH:10]=[CH:11][C:2]([Cl:1])=[CH:3][C:4]=2[S:8]1)=[O:21])[C:13]1[CH:18]=[CH:17][CH:16]=[CH:15][CH:14]=1, predict the reactants needed to synthesize it. The reactants are: [Cl:1][C:2]1[CH:11]=[CH:10][C:5]2[C:6](=[O:9])[NH:7][S:8][C:4]=2[CH:3]=1.[CH2:12]([N:19]=[C:20]=[O:21])[C:13]1[CH:18]=[CH:17][CH:16]=[CH:15][CH:14]=1. (4) Given the product [CH3:12][N:9]1[CH2:10][CH2:11][CH:6]([CH2:5][C:4]([NH:14][NH2:15])=[O:3])[CH2:7][CH2:8]1, predict the reactants needed to synthesize it. The reactants are: C([O:3][C:4](=O)[CH2:5][CH:6]1[CH2:11][CH2:10][N:9]([CH3:12])[CH2:8][CH2:7]1)C.[NH2:14][NH2:15]. (5) Given the product [N:15]1[CH:16]=[CH:17][N:18]=[CH:19][C:14]=1[CH:10]([C:3]1[C:4]([CH3:9])=[CH:5][C:6]([CH3:8])=[CH:7][C:2]=1[CH3:1])[C:11]#[N:12], predict the reactants needed to synthesize it. The reactants are: [CH3:1][C:2]1[CH:7]=[C:6]([CH3:8])[CH:5]=[C:4]([CH3:9])[C:3]=1[CH2:10][C:11]#[N:12].Cl[C:14]1[CH:19]=[N:18][CH:17]=[CH:16][N:15]=1.CC(C)([O-])C.[K+]. (6) Given the product [CH3:12][C:7]1[C:6]([C:4]([OH:5])([CH2:13][CH3:14])[CH2:17][CH3:18])=[CH:11][CH:10]=[CH:9][N:8]=1, predict the reactants needed to synthesize it. The reactants are: CCO[C:4]([C:6]1[CH:11]=[CH:10][CH:9]=[N:8][C:7]=1[CH3:12])=[O:5].[CH3:13][CH2:14][Mg+].[Br-].[CH2:17]1COC[CH2:18]1. (7) Given the product [N:13]1([C:11]([NH:10][C:8]([S:7][CH3:6])=[NH:9])=[O:12])[CH:17]=[CH:16][N:15]=[CH:14]1, predict the reactants needed to synthesize it. The reactants are: S(O)(O)(=O)=O.[CH3:6][S:7][C:8](=[NH:10])[NH2:9].[C:11](N1C=CN=C1)([N:13]1[CH:17]=[CH:16][N:15]=[CH:14]1)=[O:12]. (8) Given the product [Cl:27][CH2:28][CH2:29][CH2:30][CH2:31][CH2:32][CH2:33][O:34][CH2:35][CH2:36][O:37][CH2:38][CH2:39][NH:40][C:13]([C:12]1[CH:11]=[C:10]([CH:25]=[CH:24][CH:23]=1)[CH2:9][NH:8][C:6](=[O:7])[O:5][C:1]([CH3:2])([CH3:3])[CH3:4])=[O:15], predict the reactants needed to synthesize it. The reactants are: [C:1]([O:5][C:6]([NH:8][CH2:9][C:10]1[CH:11]=[C:12]([CH:23]=[CH:24][CH:25]=1)[C:13]([O:15]N1C(=O)CCC1=O)=O)=[O:7])([CH3:4])([CH3:3])[CH3:2].Cl.[Cl:27][CH2:28][CH2:29][CH2:30][CH2:31][CH2:32][CH2:33][O:34][CH2:35][CH2:36][O:37][CH2:38][CH2:39][NH2:40].C(N(CC)C(C)C)(C)C. (9) Given the product [CH2:9]1[CH2:8][N:7]([CH2:6][C:5]2[C:4]([NH:1][OH:2])=[CH:15][CH:14]=[CH:13][CH:12]=2)[CH2:11][CH2:10]1, predict the reactants needed to synthesize it. The reactants are: [N+:1]([C:4]1[CH:15]=[CH:14][CH:13]=[CH:12][C:5]=1[CH2:6][N:7]1[CH2:11][CH2:10][CH2:9][CH2:8]1)([O-])=[O:2]. (10) Given the product [NH2:29][C:18]1[C:19]([NH:21][C:22](=[O:28])[O:23][C:24]([CH3:26])([CH3:25])[CH3:27])=[CH:20][C:15]2[O:14][N:13]=[C:12]([N:3]3[C:4](=[O:11])[C:5]4[C:10](=[CH:9][CH:8]=[CH:7][CH:6]=4)[C:2]3=[O:1])[C:16]=2[CH:17]=1, predict the reactants needed to synthesize it. The reactants are: [O:1]=[C:2]1[C:10]2[C:5](=[CH:6][CH:7]=[CH:8][CH:9]=2)[C:4](=[O:11])[N:3]1[C:12]1[C:16]2[CH:17]=[C:18]([N+:29]([O-])=O)[C:19]([NH:21][C:22](=[O:28])[O:23][C:24]([CH3:27])([CH3:26])[CH3:25])=[CH:20][C:15]=2[O:14][N:13]=1.CN(C=O)C.